Dataset: Full USPTO retrosynthesis dataset with 1.9M reactions from patents (1976-2016). Task: Predict the reactants needed to synthesize the given product. Given the product [CH3:11][CH:10]([CH3:12])[CH2:9][CH2:8][N:7]([CH2:13][CH2:14][CH:15]([CH3:17])[CH3:16])[C:5](=[O:6])[C:4]1[CH:18]=[CH:19][C:20]([N+:21]([O-:23])=[O:22])=[C:2]([NH:33][CH2:32][CH2:31][CH2:30][N:24]2[CH2:29][CH2:28][CH2:27][CH2:26][CH2:25]2)[CH:3]=1, predict the reactants needed to synthesize it. The reactants are: F[C:2]1[CH:3]=[C:4]([CH:18]=[CH:19][C:20]=1[N+:21]([O-:23])=[O:22])[C:5]([N:7]([CH2:13][CH2:14][CH:15]([CH3:17])[CH3:16])[CH2:8][CH2:9][CH:10]([CH3:12])[CH3:11])=[O:6].[N:24]1([CH2:30][CH2:31][CH2:32][NH2:33])[CH2:29][CH2:28][CH2:27][CH2:26][CH2:25]1.C(=O)([O-])[O-].[K+].[K+].